Task: Predict the reactants needed to synthesize the given product.. Dataset: Retrosynthesis with 50K atom-mapped reactions and 10 reaction types from USPTO The reactants are: CCOC(=O)CCc1cc2nccc(Oc3cc4ccccc4nc3C)c2cc1OC. Given the product COc1cc2c(Oc3cc4ccccc4nc3C)ccnc2cc1CCCO, predict the reactants needed to synthesize it.